Dataset: Reaction yield outcomes from USPTO patents with 853,638 reactions. Task: Predict the reaction yield, written as a fraction of the theoretical maximum amount of product (1.0 means a 100% yield; for example, 0.34 means a 34% yield). (1) The reactants are [N+:1]([C:4]1[CH:5]=[C:6]([CH:25]=[CH:26][CH:27]=1)[O:7][C:8]1[CH:15]=[CH:14][C:11](C=O)=[C:10]([B:16]2[O:20][C:19](C)(C)C(C)(C)[O:17]2)[CH:9]=1)([O-:3])=[O:2].[BH4-].[Na+]. The catalyst is CO. The product is [N+:1]([C:4]1[CH:5]=[C:6]([CH:25]=[CH:26][CH:27]=1)[O:7][C:8]1[CH:15]=[CH:14][C:11]2[CH2:19][O:20][B:16]([OH:17])[C:10]=2[CH:9]=1)([O-:3])=[O:2]. The yield is 0.560. (2) The product is [CH2:18]1[C:19]2[NH:7][C:8]3[C:13](=[CH:12][CH:11]=[CH:10][CH:9]=3)[C:14]=2[CH2:15][CH2:16][N:17]1[S:20]([CH2:23][CH:24]1[CH2:25][CH2:26][O:27][CH2:28][CH2:29]1)(=[O:21])=[O:22]. The reactants are ClC(Cl)(Cl)COC([N:7]1[C:19]2[CH2:18][N:17]([S:20]([CH2:23][C:24]3(C(OC)=O)[CH2:29][CH2:28][O:27][CH2:26][CH2:25]3)(=[O:22])=[O:21])[CH2:16][CH2:15][C:14]=2[C:13]2[C:8]1=[CH:9][CH:10]=[CH:11][CH:12]=2)=O.O.[OH-].[Li+]. The yield is 0.800. The catalyst is O1CCCC1.CO.O. (3) The reactants are COCC([O:6][CH2:7][CH:8]1[CH2:13][CH2:12][N:11]([C:14](=O)[CH2:15][O:16][CH3:17])[CH2:10][CH2:9]1)=O.[H-].[H-].[H-].[H-].[Li+].[Al+3]. The catalyst is C1COCC1. The product is [CH3:17][O:16][CH2:15][CH2:14][N:11]1[CH2:12][CH2:13][CH:8]([CH2:7][OH:6])[CH2:9][CH2:10]1. The yield is 0.840. (4) The reactants are [NH:1]1[C:9]2[C:4](=[CH:5][C:6]([C:10]([O:12][CH3:13])=[O:11])=[CH:7][CH:8]=2)[CH:3]=[N:2]1.[H-].[Na+].[CH2:16](Br)[O:17][CH3:18]. The catalyst is CN(C=O)C. The product is [CH3:16][O:17][CH2:18][N:1]1[C:9]2[C:4](=[CH:5][C:6]([C:10]([O:12][CH3:13])=[O:11])=[CH:7][CH:8]=2)[CH:3]=[N:2]1. The yield is 0.340. (5) The reactants are [CH3:1][CH:2]1[CH:7]([C:8]([O:10][CH2:11][CH3:12])=[O:9])[C:6](=[O:13])[NH:5][C:4]([S:14][CH3:15])=[N:3]1.BrN1C(=O)CCC1=O.C(=O)([O-])[O-].[K+].[K+]. The catalyst is C(OOC(=O)C1C=CC=CC=1)(=O)C1C=CC=CC=1.C(Cl)(Cl)(Cl)Cl. The product is [CH3:1][C:2]1[N:3]=[C:4]([S:14][CH3:15])[NH:5][C:6](=[O:13])[C:7]=1[C:8]([O:10][CH2:11][CH3:12])=[O:9]. The yield is 0.780.